From a dataset of Forward reaction prediction with 1.9M reactions from USPTO patents (1976-2016). Predict the product of the given reaction. Given the reactants Br[CH:2]([C:8]([O-:10])=O)[C:3]([O:5][CH2:6][CH3:7])=[O:4].[C:11]([NH2:14])(=[S:13])[CH3:12], predict the reaction product. The product is: [OH:10][C:8]1[N:14]=[C:11]([CH3:12])[S:13][C:2]=1[C:3]([O:5][CH2:6][CH3:7])=[O:4].